From a dataset of Catalyst prediction with 721,799 reactions and 888 catalyst types from USPTO. Predict which catalyst facilitates the given reaction. (1) Reactant: [C:1]([CH:3]([CH:7]1[C:11]([Cl:12])=[C:10](Cl)C(=O)O1)[C:4]([NH2:6])=[O:5])#[N:2].[ClH:15].Cl.[N:17]1[CH:22]=[CH:21][C:20]([CH:23]([NH2:25])[CH3:24])=[CH:19][CH:18]=1.C(=O)([O-])[O-].[K+].[K+]. Product: [ClH:12].[ClH:15].[Cl:12][C:11]1[CH:7]=[C:3]([C:4]([NH2:6])=[O:5])[C:1](=[NH:2])[N:25]([CH:23]([C:20]2[CH:21]=[CH:22][N:17]=[CH:18][CH:19]=2)[CH3:24])[CH:10]=1. The catalyst class is: 8. (2) Reactant: [NH2:1][C:2]1[NH:7][C:6](=[O:8])[CH:5]=[C:4]([CH:9]([O:13][CH2:14][CH3:15])[O:10][CH2:11][CH3:12])[N:3]=1.[C:16](OC(=O)C)(=[O:18])[CH3:17].Cl[CH2:24]Cl. Product: [CH2:11]([O:10][CH:9]([O:13][CH2:14][CH3:15])[C:4]1[N:3]=[C:2]([NH:1][C:16](=[O:18])[CH3:17])[N:7]([CH3:24])[C:6](=[O:8])[CH:5]=1)[CH3:12]. The catalyst class is: 277. (3) Reactant: [F:1][C:2]1[CH:3]=[C:4]([NH:8][C:9]2[C:17]3[C:16]4[CH2:18][NH:19][CH2:20][CH2:21][C:15]=4[NH:14][C:13]=3[N:12]=[CH:11][CH:10]=2)[CH:5]=[CH:6][CH:7]=1.[C:22](OC(=O)C)(=[O:24])[CH3:23].C(N(CC)CC)C. Product: [F:1][C:2]1[CH:3]=[C:4]([NH:8][C:9]2[C:17]3[C:16]4[CH2:18][N:19]([C:22](=[O:24])[CH3:23])[CH2:20][CH2:21][C:15]=4[NH:14][C:13]=3[N:12]=[CH:11][CH:10]=2)[CH:5]=[CH:6][CH:7]=1. The catalyst class is: 26. (4) Reactant: ClC(N(C)C)=C(C)C.[C:9]([O:13][C:14]([N:16]1[CH2:23][CH:22]2[N:24]([C:25]([O:27][C:28]([CH3:31])([CH3:30])[CH3:29])=[O:26])[CH:18]([CH2:19][C:20]([C:35]3[CH:40]=[CH:39][CH:38]=[C:37]([O:41][CH2:42][CH2:43][CH2:44][CH2:45][O:46][Si](C(C)(C)C)(C)C)[CH:36]=3)=[C:21]2C(O)=O)[CH2:17]1)=[O:15])([CH3:12])([CH3:11])[CH3:10].[CH:54]1([NH:57][CH2:58][C:59]2[CH:64]=[CH:63][CH:62]=[C:61]([O:65][CH3:66])[C:60]=2[CH3:67])[CH2:56][CH2:55]1.CCN(C(C)C)C(C)C.C(O)(=O)C[C:79](CC(O)=O)(C(O)=O)[OH:80].CCCC[N+](CCCC)(CCCC)CCCC.[F-]. Product: [C:9]([O:13][C:14]([N:16]1[CH2:23][CH:22]2[N:24]([C:25]([O:27][C:28]([CH3:30])([CH3:31])[CH3:29])=[O:26])[CH:18]([CH2:19][C:20]([C:35]3[CH:40]=[CH:39][CH:38]=[C:37]([O:41][CH2:42][CH2:43][CH2:44][CH2:45][OH:46])[CH:36]=3)=[C:21]2[C:79](=[O:80])[N:57]([CH:54]2[CH2:56][CH2:55]2)[CH2:58][C:59]2[CH:64]=[CH:63][CH:62]=[C:61]([O:65][CH3:66])[C:60]=2[CH3:67])[CH2:17]1)=[O:15])([CH3:10])([CH3:12])[CH3:11]. The catalyst class is: 2. (5) Reactant: Br[CH2:2][C:3]1[CH:8]=[CH:7][C:6]([F:9])=[C:5]([F:10])[CH:4]=1.[Br:11][C:12]1[CH:13]=[CH:14][C:15]([OH:21])=[C:16]([CH:20]=1)[C:17]([OH:19])=[O:18].C(=O)([O-])[O-].[K+].[K+]. Product: [Br:11][C:12]1[CH:13]=[CH:14][C:15]([O:21][CH2:2][C:3]2[CH:8]=[CH:7][C:6]([F:9])=[C:5]([F:10])[CH:4]=2)=[C:16]([CH:20]=1)[C:17]([O:19][CH2:2][C:3]1[CH:8]=[CH:7][C:6]([F:9])=[C:5]([F:10])[CH:4]=1)=[O:18]. The catalyst class is: 21.